This data is from Full USPTO retrosynthesis dataset with 1.9M reactions from patents (1976-2016). The task is: Predict the reactants needed to synthesize the given product. Given the product [CH2:18]([O:20][C:21](=[O:25])[CH:22]([S:10][C:8]1[S:9][C:5]2[CH:4]=[CH:3][C:2]([Cl:1])=[CH:11][C:6]=2[N:7]=1)[CH3:23])[CH3:19], predict the reactants needed to synthesize it. The reactants are: [Cl:1][C:2]1[CH:3]=[CH:4][C:5]2[S:9][C:8]([SH:10])=[N:7][C:6]=2[CH:11]=1.C(=O)([O-])[O-].[K+].[K+].[CH2:18]([O:20][C:21](=[O:25])[CH:22](Br)[CH3:23])[CH3:19].